Dataset: Drug-target binding data from BindingDB using IC50 measurements. Task: Regression. Given a target protein amino acid sequence and a drug SMILES string, predict the binding affinity score between them. We predict pIC50 (pIC50 = -log10(IC50 in M); higher means more potent). Dataset: bindingdb_ic50. (1) The small molecule is Cn1c2cccc(C(N)=O)c2c2ncnc(N3CCN(CCc4ccc(F)c(F)c4)CC3)c21. The target protein (P21447) has sequence MELEEDLKGRADKNFSKMGKKSKKEKKEKKPAVSVLTMFRYAGWLDRLYMLVGTLAAIIHGVALPLMMLIFGDMTDSFASVGNVSKNSTNMSEADKRAMFAKLEEEMTTYAYYYTGIGAGVLIVAYIQVSFWCLAAGRQIHKIRQKFFHAIMNQEIGWFDVHDVGELNTRLTDDVSKINEGIGDKIGMFFQAMATFFGGFIIGFTRGWKLTLVILAISPVLGLSAGIWAKILSSFTDKELHAYAKAGAVAEEVLAAIRTVIAFGGQKKELERYNNNLEEAKRLGIKKAITANISMGAAFLLIYASYALAFWYGTSLVISKEYSIGQVLTVFFSVLIGAFSVGQASPNIEAFANARGAAYEVFKIIDNKPSIDSFSKSGHKPDNIQGNLEFKNIHFSYPSRKEVQILKGLNLKVKSGQTVALVGNSGCGKSTTVQLMQRLYDPLDGMVSIDGQDIRTINVRYLREIIGVVSQEPVLFATTIAENIRYGREDVTMDEIEKAV.... The pIC50 is 4.4. (2) The compound is CCC(C)NC(=O)C(=O)[O-]. The target protein (P00342) has sequence MSTVKEQLIQNLVPEDKLSRCKITVVGVGNVGMACAISILLKGLADELALVDADTNKLRGEALDLLHGSLFLSTPKIVFGKDYNVSANSKLVIITAGARMVSGETRLDLLQRNVAIMKAIVPGIVQNSPDCKIIIVTNPVDILTYVVWKISGFPVGRVIGSGCNLDSARFRYLIGEKLGVNPTSCHGWVLGEHGDSSVPIWSGVNVAGVTLKSLNPAIGTDSDKEHWKNVHKQVVEGGYEVLNMKGYTSWAIGLSVTDLARSILKNLKRVHPVTTLVKGFHGIKEEVFLSIPCVLGQSGITDFVKVNMTAEEEGLLKKSADTLWNMQKDLQL. The pIC50 is 3.4. (3) The drug is O=C(NCc1ccc(C(F)(F)F)cc1)c1cccc(CN2CCCCC2)c1. The target protein (Q9Z1Z1) has sequence MERATQPRPRALLLLFLLLGCAAGISAVARARSLLAPTSDTAFGLGAAAAPTSAARVPAVATAEVTVEDAEALPAASGEQESRATESDDDVELRPRGRSLVIISTLDGRIAALDAENHGKKQWDLDVGSGSLVSSSLSKPEVFGNKMIIPSLDGDLFQWDRDRESMEAVPFTVESLLESSYKFGDDVVLVGGKSLTTYGLSAYSGKLRYICSALGCRRWDSDEMEEEEDILLLQRTQKTVRAVGPRSGSEKWNFSVGHFELRYIPDMETRAGFIESTFKLGGNKEDSKIISDVEEQDVDTVIKVSVADWKVMAFSKKGGRLEWEYQFCTPIASAWLVRDGKVIPISLFDDTSYTANEEVLEDEEDIVEAARGATENSVYLGMYRGQLYLQSSVRVSEKFPTRPKALESVNGESAIIPLPTIKWKPLIHSPSRTPVLVGSDEFDKCLSNDKYSHEEYSNGALSILQYPYDNGYYLPYYKRERNKRSTQITVRFLDSPHYSK.... The pIC50 is 7.4.